From a dataset of Catalyst prediction with 721,799 reactions and 888 catalyst types from USPTO. Predict which catalyst facilitates the given reaction. (1) Reactant: [Cl:1][C:2]1[CH:7]=[CH:6][C:5]([S:8](Cl)(=[O:10])=[O:9])=[CH:4][N:3]=1.Cl.[CH3:13][NH:14][O:15][CH3:16].C(N(CC)CC)C. Product: [Cl:1][C:2]1[CH:7]=[CH:6][C:5]([S:8]([N:14]([O:15][CH3:16])[CH3:13])(=[O:10])=[O:9])=[CH:4][N:3]=1. The catalyst class is: 7. (2) Reactant: C(O[C:9]([NH:11][C@H:12]([C:16](O)=O)[CH:13]([CH3:15])[CH3:14])=O)C1C=CC=CC=1.COC(=O)[CH2:22][NH2:23].C(Cl)Cl.CO. Product: [CH:13]([C@H:12]1[CH2:16][NH:23][CH2:22][CH2:9][NH:11]1)([CH3:15])[CH3:14]. The catalyst class is: 1. (3) Reactant: [CH:1]1([N:4]([CH2:30][C:31]2[CH:36]=[C:35]([CH2:37][CH2:38][CH2:39][O:40][CH3:41])[CH:34]=[C:33]([O:42][CH2:43][CH2:44][O:45][CH3:46])[CH:32]=2)[C:5]([C@@H:7]2[C@@:12]([O:21][CH3:22])([C:13]3[CH:18]=[CH:17][N:16]([CH3:19])[C:15](=[O:20])[CH:14]=3)[CH2:11][CH2:10][N:9](C(OC(C)(C)C)=O)[CH2:8]2)=[O:6])[CH2:3][CH2:2]1.Cl. Product: [CH:1]1([N:4]([CH2:30][C:31]2[CH:36]=[C:35]([CH2:37][CH2:38][CH2:39][O:40][CH3:41])[CH:34]=[C:33]([O:42][CH2:43][CH2:44][O:45][CH3:46])[CH:32]=2)[C:5]([C@@H:7]2[C@@:12]([O:21][CH3:22])([C:13]3[CH:18]=[CH:17][N:16]([CH3:19])[C:15](=[O:20])[CH:14]=3)[CH2:11][CH2:10][NH:9][CH2:8]2)=[O:6])[CH2:3][CH2:2]1. The catalyst class is: 2. (4) Reactant: Br[C:2]1[S:6][C:5]([CH2:7][C@@H:8]([C:17]([O:19][CH3:20])=[O:18])[NH:9][C:10]([O:12][C:13]([CH3:16])([CH3:15])[CH3:14])=[O:11])=[CH:4][CH:3]=1.C(C1N=C([CH2:30][NH:31][C:32](=[O:38])[O:33][C:34]([CH3:37])([CH3:36])[CH3:35])C=CC=1)C=C.[CH3:39][C:40]1C(P(C2C(C)=CC=CC=2)C2C(C)=CC=CC=2)=CC=CC=1.CC[N:63]([CH:67]([CH3:69])[CH3:68])[CH:64]([CH3:66])C.[C:70](#N)C. Product: [C:13]([O:12][C:10]([NH:9][C@H:8]([C:17]([O:19][CH3:20])=[O:18])[CH2:7][C:5]1[S:6][C:2]([CH:39]=[CH:40][CH2:69][C:67]2[CH:68]=[CH:70][CH:66]=[C:64]([N:31]([C:32]([O:33][C:34]([CH3:37])([CH3:36])[CH3:35])=[O:38])[CH3:30])[N:63]=2)=[CH:3][CH:4]=1)=[O:11])([CH3:16])([CH3:15])[CH3:14]. The catalyst class is: 167. (5) The catalyst class is: 101. Product: [Cl:8][C:4]1[N:3]=[C:2]([NH:15][CH2:14][C:13]2[CH:12]=[C:11]([CH:18]=[CH:17][CH:16]=2)[C:10]#[N:9])[CH:7]=[N:6][CH:5]=1. Reactant: Cl[C:2]1[CH:7]=[N:6][CH:5]=[C:4]([Cl:8])[N:3]=1.[NH2:9][CH2:10][C:11]1[CH:12]=[C:13]([CH:16]=[CH:17][CH:18]=1)[C:14]#[N:15].CC(C)([O-])C.[Na+].C1C=CC(P(C2C(C3C(P(C4C=CC=CC=4)C4C=CC=CC=4)=CC=C4C=3C=CC=C4)=C3C(C=CC=C3)=CC=2)C2C=CC=CC=2)=CC=1. (6) The catalyst class is: 50. Reactant: [CH:1]1([C:4]([N:6]2[CH2:10][CH2:9][C@@H:8]([CH2:11][NH:12][C:13]3[CH:18]=[C:17]([F:19])[CH:16]=[CH:15][C:14]=3[N+:20]([O-])=O)[CH2:7]2)=[O:5])[CH2:3][CH2:2]1.[H][H]. Product: [CH:1]1([C:4]([N:6]2[CH2:10][CH2:9][C@@H:8]([CH2:11][NH:12][C:13]3[C:14]([NH2:20])=[CH:15][CH:16]=[C:17]([F:19])[CH:18]=3)[CH2:7]2)=[O:5])[CH2:3][CH2:2]1. (7) Reactant: [CH3:1][C:2]1[CH:7]=[CH:6][C:5]([NH:8][C:9](=[O:20])[C:10]2[CH:15]=[CH:14][CH:13]=[C:12]([C:16]([F:19])([F:18])[F:17])[CH:11]=2)=[CH:4][C:3]=1[N+:21]([O-])=O. Product: [NH2:21][C:3]1[CH:4]=[C:5]([NH:8][C:9](=[O:20])[C:10]2[CH:15]=[CH:14][CH:13]=[C:12]([C:16]([F:17])([F:18])[F:19])[CH:11]=2)[CH:6]=[CH:7][C:2]=1[CH3:1]. The catalyst class is: 63.